Dataset: Reaction yield outcomes from USPTO patents with 853,638 reactions. Task: Predict the reaction yield, written as a fraction of the theoretical maximum amount of product (1.0 means a 100% yield; for example, 0.34 means a 34% yield). (1) The reactants are [Cl:1][C:2]1[N:7]=[CH:6][C:5](B(O)O)=[CH:4][CH:3]=1.C(O)C.C([O-])([O-])=O.[K+].[K+].[C:20]([O:24][C:25](=[O:34])[N:26]([C:28]1[S:32][C:31](Br)=[N:30][CH:29]=1)[CH3:27])([CH3:23])([CH3:22])[CH3:21]. The yield is 0.830. The catalyst is C1(C)C=CC=CC=1.C(OCC)(=O)C.C1C=CC([P]([Pd]([P](C2C=CC=CC=2)(C2C=CC=CC=2)C2C=CC=CC=2)([P](C2C=CC=CC=2)(C2C=CC=CC=2)C2C=CC=CC=2)[P](C2C=CC=CC=2)(C2C=CC=CC=2)C2C=CC=CC=2)(C2C=CC=CC=2)C2C=CC=CC=2)=CC=1. The product is [C:20]([O:24][C:25](=[O:34])[N:26]([C:28]1[S:32][C:31]([C:5]2[CH:6]=[N:7][C:2]([Cl:1])=[CH:3][CH:4]=2)=[N:30][CH:29]=1)[CH3:27])([CH3:23])([CH3:21])[CH3:22]. (2) The yield is 0.380. The product is [OH:5][C@H:2]([CH2:1][OH:6])[CH2:3][N:37]1[CH2:36][CH2:35][C:34]2[CH:40]=[CH:41][C:31]([C:28]3[N:27]=[C:26]([C:21]4[CH:22]=[C:23]([C:24]#[N:25])[C:18]([O:17][CH:15]([CH3:16])[CH3:14])=[N:19][CH:20]=4)[O:30][N:29]=3)=[CH:32][C:33]=2[CH2:39][CH2:38]1. The reactants are [CH2:1]([OH:6])[C@@H:2]([OH:5])[CH:3]=O.FC(F)(F)C(O)=O.[CH3:14][CH:15]([O:17][C:18]1[C:23]([C:24]#[N:25])=[CH:22][C:21]([C:26]2[O:30][N:29]=[C:28]([C:31]3[CH:41]=[CH:40][C:34]4[CH2:35][CH2:36][NH:37][CH2:38][CH2:39][C:33]=4[CH:32]=3)[N:27]=2)=[CH:20][N:19]=1)[CH3:16].C(O)(=O)C.C(O[BH-](OC(=O)C)OC(=O)C)(=O)C.[Na+].C(=O)([O-])O.[Na+]. The catalyst is C(Cl)Cl.